This data is from Forward reaction prediction with 1.9M reactions from USPTO patents (1976-2016). The task is: Predict the product of the given reaction. (1) Given the reactants Br.[NH2:2][CH2:3][CH2:4][CH2:5][CH2:6][C:7]1[CH:12]=[CH:11][C:10]([OH:13])=[CH:9][CH:8]=1.[C:14]1(=O)[O:19][C:17](=[O:18])[C:16]2=[CH:20][CH:21]=[CH:22][CH:23]=[C:15]12.C(N(CC)CC)C, predict the reaction product. The product is: [OH:13][C:10]1[CH:9]=[CH:8][C:7]([CH2:6][CH2:5][CH2:4][CH2:3][N:2]2[C:17](=[O:18])[C:16]3[C:15](=[CH:23][CH:22]=[CH:21][CH:20]=3)[C:14]2=[O:19])=[CH:12][CH:11]=1. (2) Given the reactants [CH3:1][O:2][C:3](=[O:8])[CH:4]=[C:5]([CH3:7])[CH3:6].[Br:9]N1C(=O)CCC1=O, predict the reaction product. The product is: [CH3:1][O:2][C:3](=[O:8])[CH:4]=[C:5]([CH3:7])[CH2:6][Br:9]. (3) Given the reactants C(OC([NH:11][CH2:12][C:13]1[CH:14]=[C:15]([NH:19][C:20](=[O:59])[CH2:21][O:22][C:23]2[CH:28]=[CH:27][C:26]([CH:29]([NH:33][C:34]3[CH:35]=[C:36]4[C:41](=[CH:42][CH:43]=3)[C:40]([N:44]([C:52]([O:54][C:55]([CH3:58])([CH3:57])[CH3:56])=[O:53])[C:45]([O:47][C:48]([CH3:51])([CH3:50])[CH3:49])=[O:46])=[N:39][CH:38]=[CH:37]4)[C:30]([OH:32])=[O:31])=[CH:25][CH:24]=2)[CH:16]=[CH:17][CH:18]=1)=O)C1C=CC=CC=1, predict the reaction product. The product is: [NH2:11][CH2:12][C:13]1[CH:14]=[C:15]([NH:19][C:20](=[O:59])[CH2:21][O:22][C:23]2[CH:24]=[CH:25][C:26]([CH:29]([NH:33][C:34]3[CH:35]=[C:36]4[C:41](=[CH:42][CH:43]=3)[C:40]([N:44]([C:52]([O:54][C:55]([CH3:58])([CH3:57])[CH3:56])=[O:53])[C:45]([O:47][C:48]([CH3:49])([CH3:50])[CH3:51])=[O:46])=[N:39][CH:38]=[CH:37]4)[C:30]([OH:32])=[O:31])=[CH:27][CH:28]=2)[CH:16]=[CH:17][CH:18]=1. (4) The product is: [CH3:1][C:2]1[CH:3]=[N:4][N:5]([C:7]2[CH:12]=[CH:11][N:10]=[CH:9][C:8]=2[N:13]2[CH2:18][CH2:17][CH:16]([C:19]([N:51]3[CH2:58][CH2:57][CH2:56][C@@H:52]3[C:53]([NH2:55])=[O:54])=[O:20])[CH2:15][CH2:14]2)[CH:6]=1. Given the reactants [CH3:1][C:2]1[CH:3]=[N:4][N:5]([C:7]2[CH:12]=[CH:11][N:10]=[CH:9][C:8]=2[N:13]2[CH2:18][CH2:17][CH:16]([C:19](O)=[O:20])[CH2:15][CH2:14]2)[CH:6]=1.CN(C=O)C.CN(C(ON1N=NC2C=CC=NC1=2)=[N+](C)C)C.F[P-](F)(F)(F)(F)F.[NH:51]1[CH2:58][CH2:57][CH2:56][C@@H:52]1[C:53]([NH2:55])=[O:54], predict the reaction product. (5) Given the reactants [Cl:1][C:2]1[CH:3]=[C:4]([C@H:8]([OH:21])[CH2:9]OS(C2C=CC(C)=CC=2)(=O)=O)[CH:5]=[CH:6][CH:7]=1.[N-:22]=[N+:23]=[N-:24].[Na+].CS(C)=O, predict the reaction product. The product is: [N:22]([CH2:9][C@H:8]([C:4]1[CH:5]=[CH:6][CH:7]=[C:2]([Cl:1])[CH:3]=1)[OH:21])=[N+:23]=[N-:24].